From a dataset of TCR-epitope binding with 47,182 pairs between 192 epitopes and 23,139 TCRs. Binary Classification. Given a T-cell receptor sequence (or CDR3 region) and an epitope sequence, predict whether binding occurs between them. (1) The epitope is NLSALGIFST. The TCR CDR3 sequence is CSARVEHGLAGSYNEQFF. Result: 0 (the TCR does not bind to the epitope). (2) The epitope is SEVGPEHSLAEY. The TCR CDR3 sequence is CASSEIGGWNEQFF. Result: 1 (the TCR binds to the epitope). (3) The epitope is ISPRTLNAW. The TCR CDR3 sequence is CASSQRGEQNQPQHF. Result: 0 (the TCR does not bind to the epitope).